From a dataset of NCI-60 drug combinations with 297,098 pairs across 59 cell lines. Regression. Given two drug SMILES strings and cell line genomic features, predict the synergy score measuring deviation from expected non-interaction effect. (1) Drug 1: CC1OCC2C(O1)C(C(C(O2)OC3C4COC(=O)C4C(C5=CC6=C(C=C35)OCO6)C7=CC(=C(C(=C7)OC)O)OC)O)O. Drug 2: CCCCC(=O)OCC(=O)C1(CC(C2=C(C1)C(=C3C(=C2O)C(=O)C4=C(C3=O)C=CC=C4OC)O)OC5CC(C(C(O5)C)O)NC(=O)C(F)(F)F)O. Cell line: HOP-62. Synergy scores: CSS=22.9, Synergy_ZIP=-0.716, Synergy_Bliss=0.182, Synergy_Loewe=0.690, Synergy_HSA=1.02. (2) Drug 1: C1C(C(OC1N2C=C(C(=O)NC2=O)F)CO)O. Drug 2: CC1C(C(CC(O1)OC2CC(CC3=C2C(=C4C(=C3O)C(=O)C5=CC=CC=C5C4=O)O)(C(=O)C)O)N)O. Cell line: MCF7. Synergy scores: CSS=43.7, Synergy_ZIP=-12.4, Synergy_Bliss=-12.1, Synergy_Loewe=-0.00703, Synergy_HSA=0.464. (3) Cell line: MDA-MB-231. Drug 2: CN(C)N=NC1=C(NC=N1)C(=O)N. Synergy scores: CSS=17.5, Synergy_ZIP=-5.93, Synergy_Bliss=-2.92, Synergy_Loewe=2.86, Synergy_HSA=0.551. Drug 1: CC1C(C(CC(O1)OC2CC(CC3=C2C(=C4C(=C3O)C(=O)C5=C(C4=O)C(=CC=C5)OC)O)(C(=O)CO)O)N)O.Cl. (4) Drug 1: CN1C2=C(C=C(C=C2)N(CCCl)CCCl)N=C1CCCC(=O)O.Cl. Drug 2: C1C(C(OC1N2C=NC(=NC2=O)N)CO)O. Cell line: MDA-MB-435. Synergy scores: CSS=-1.55, Synergy_ZIP=0.690, Synergy_Bliss=-2.38, Synergy_Loewe=-2.65, Synergy_HSA=-4.01. (5) Drug 1: C1=CC(=CC=C1C#N)C(C2=CC=C(C=C2)C#N)N3C=NC=N3. Drug 2: CN(CCCl)CCCl.Cl. Cell line: M14. Synergy scores: CSS=9.62, Synergy_ZIP=-4.13, Synergy_Bliss=0.472, Synergy_Loewe=3.42, Synergy_HSA=1.84. (6) Drug 1: CN(C)N=NC1=C(NC=N1)C(=O)N. Drug 2: CC1=C(N=C(N=C1N)C(CC(=O)N)NCC(C(=O)N)N)C(=O)NC(C(C2=CN=CN2)OC3C(C(C(C(O3)CO)O)O)OC4C(C(C(C(O4)CO)O)OC(=O)N)O)C(=O)NC(C)C(C(C)C(=O)NC(C(C)O)C(=O)NCCC5=NC(=CS5)C6=NC(=CS6)C(=O)NCCC[S+](C)C)O. Cell line: IGROV1. Synergy scores: CSS=31.1, Synergy_ZIP=-11.1, Synergy_Bliss=-2.43, Synergy_Loewe=-26.5, Synergy_HSA=1.10. (7) Drug 1: CNC(=O)C1=CC=CC=C1SC2=CC3=C(C=C2)C(=NN3)C=CC4=CC=CC=N4. Drug 2: CC1=C2C(C(=O)C3(C(CC4C(C3C(C(C2(C)C)(CC1OC(=O)C(C(C5=CC=CC=C5)NC(=O)C6=CC=CC=C6)O)O)OC(=O)C7=CC=CC=C7)(CO4)OC(=O)C)O)C)OC(=O)C. Cell line: SK-MEL-28. Synergy scores: CSS=30.9, Synergy_ZIP=3.63, Synergy_Bliss=5.65, Synergy_Loewe=-30.2, Synergy_HSA=2.96. (8) Drug 1: CS(=O)(=O)C1=CC(=C(C=C1)C(=O)NC2=CC(=C(C=C2)Cl)C3=CC=CC=N3)Cl. Drug 2: CC1=C2C(C(=O)C3(C(CC4C(C3C(C(C2(C)C)(CC1OC(=O)C(C(C5=CC=CC=C5)NC(=O)OC(C)(C)C)O)O)OC(=O)C6=CC=CC=C6)(CO4)OC(=O)C)O)C)O. Cell line: MCF7. Synergy scores: CSS=42.6, Synergy_ZIP=9.58, Synergy_Bliss=11.1, Synergy_Loewe=-9.73, Synergy_HSA=12.2.